From a dataset of Catalyst prediction with 721,799 reactions and 888 catalyst types from USPTO. Predict which catalyst facilitates the given reaction. Reactant: [C:1]1(=[C:8]([C:20]2[CH:25]=[CH:24][C:23]([OH:26])=[CH:22][CH:21]=2)[C:9]2[CH:14]=[CH:13][C:12](/[CH:15]=[CH:16]/[C:17](O)=[O:18])=[CH:11][CH:10]=2)[CH2:7][CH2:6][CH2:5][CH2:4][CH2:3][CH2:2]1.C(Cl)(=O)C(Cl)=O.ClCCl.[NH3:36]. Product: [C:1]1(=[C:8]([C:20]2[CH:25]=[CH:24][C:23]([OH:26])=[CH:22][CH:21]=2)[C:9]2[CH:14]=[CH:13][C:12](/[CH:15]=[CH:16]/[C:17]([NH2:36])=[O:18])=[CH:11][CH:10]=2)[CH2:7][CH2:6][CH2:5][CH2:4][CH2:3][CH2:2]1. The catalyst class is: 588.